This data is from Full USPTO retrosynthesis dataset with 1.9M reactions from patents (1976-2016). The task is: Predict the reactants needed to synthesize the given product. The reactants are: [Li+].[OH-].C([O:5][C:6](=[O:15])[CH2:7][CH2:8][C:9]1[CH2:14][CH2:13][CH2:12][CH2:11][CH:10]=1)C. Given the product [C:9]1([CH2:8][CH2:7][C:6]([OH:15])=[O:5])[CH2:14][CH2:13][CH2:12][CH2:11][CH:10]=1, predict the reactants needed to synthesize it.